This data is from Full USPTO retrosynthesis dataset with 1.9M reactions from patents (1976-2016). The task is: Predict the reactants needed to synthesize the given product. (1) Given the product [CH3:19][C@@H:20]1[CH2:24][CH2:23][CH2:22][N:21]1[CH2:25][C@@H:26]1[CH2:30][CH2:29][CH2:28][N:27]1[C:3]([C:4]1[CH:5]=[CH:6][C:7]([O:10][CH2:11][C:12]2[CH:17]=[CH:16][CH:15]=[CH:14][N:13]=2)=[CH:8][CH:9]=1)=[O:18], predict the reactants needed to synthesize it. The reactants are: CO[C:3](=[O:18])[C:4]1[CH:9]=[CH:8][C:7]([O:10][CH2:11][C:12]2[CH:17]=[CH:16][CH:15]=[CH:14][N:13]=2)=[CH:6][CH:5]=1.[CH3:19][C@@H:20]1[CH2:24][CH2:23][CH2:22][N:21]1[CH2:25][C@@H:26]1[CH2:30][CH2:29][CH2:28][NH:27]1. (2) The reactants are: [Cl:1][C:2]1[N:7]=[N:6][C:5]([N:8]2[CH2:14][CH2:13][CH2:12][N:11]([CH:15]3[CH2:17][CH2:16]3)[CH2:10][CH2:9]2)=[CH:4][CH:3]=1.[C:18]([NH:21][C:22]1[CH:27]=[CH:26][C:25](B(O)O)=[CH:24][CH:23]=1)(=[O:20])[CH3:19]. Given the product [ClH:1].[ClH:1].[CH:15]1([N:11]2[CH2:12][CH2:13][CH2:14][N:8]([C:5]3[N:6]=[N:7][C:2]([C:25]4[CH:26]=[CH:27][C:22]([NH:21][C:18](=[O:20])[CH3:19])=[CH:23][CH:24]=4)=[CH:3][CH:4]=3)[CH2:9][CH2:10]2)[CH2:17][CH2:16]1, predict the reactants needed to synthesize it. (3) Given the product [CH3:9][O:8][C:4]1[CH:3]=[C:2]([CH:7]=[CH:6][CH:5]=1)[C:1]([NH:29][C:24]1[C:23]([NH:22][C:20](=[O:21])[C:19]2[CH:30]=[CH:31][C:16]([C:12]([CH3:14])([CH3:13])[CH3:15])=[CH:17][CH:18]=2)=[CH:28][CH:27]=[CH:26][CH:25]=1)=[O:11], predict the reactants needed to synthesize it. The reactants are: [C:1]([OH:11])(=O)[C:2]1[CH:7]=[CH:6][CH:5]=[C:4]([O:8][CH3:9])[CH:3]=1.[C:12]([C:16]1[CH:31]=[CH:30][C:19]([C:20]([NH:22][C:23]2[C:24]([NH2:29])=[CH:25][CH:26]=[CH:27][CH:28]=2)=[O:21])=[CH:18][CH:17]=1)([CH3:15])([CH3:14])[CH3:13].